Dataset: Full USPTO retrosynthesis dataset with 1.9M reactions from patents (1976-2016). Task: Predict the reactants needed to synthesize the given product. (1) Given the product [CH3:1][C:2]1([CH3:20])[C:11]2[C:6](=[CH:7][CH:8]=[C:9]([CH3:12])[CH:10]=2)[NH:5][CH:4]([C:13]2[CH:14]=[C:15]([NH:19][S:28]([CH3:27])(=[O:30])=[O:29])[CH:16]=[CH:17][CH:18]=2)[CH2:3]1, predict the reactants needed to synthesize it. The reactants are: [CH3:1][C:2]1([CH3:20])[C:11]2[C:6](=[CH:7][CH:8]=[C:9]([CH3:12])[CH:10]=2)[NH:5][CH:4]([C:13]2[CH:14]=[C:15]([NH2:19])[CH:16]=[CH:17][CH:18]=2)[CH2:3]1.N1C=CC=CC=1.[CH3:27][S:28](Cl)(=[O:30])=[O:29]. (2) Given the product [CH3:1][CH2:2][CH2:3][CH2:4][CH2:5][N:6]([CH2:8][CH2:9][C:10]([P:16]([O-:19])([OH:18])=[O:17])([P:12]([OH:15])([OH:14])=[O:13])[OH:11])[CH3:7].[Na+:36], predict the reactants needed to synthesize it. The reactants are: [CH3:1][CH2:2][CH2:3][CH2:4][CH2:5][N:6]([CH2:8][CH2:9][C:10]([P:16]([OH:19])([OH:18])=[O:17])([P:12]([OH:15])([OH:14])=[O:13])[OH:11])[CH3:7].B([O-])([O-])[O-].B([O-])([O-])[O-].B([O-])([O-])[O-].B([O-])([O-])[O-].[Na+:36].[Na+].[Na+].[Na+].[Na+].[Na+].[Na+].[Na+].[Na+].[Na+].[Na+].[Na+]. (3) Given the product [C:16]([O:15][CH:10]([C:3]1[CH:4]=[CH:5][CH:6]=[C:7]([CH:8]=[O:9])[C:2]=1[C:34]1[CH:43]=[CH:42][C:41]2[O:40][CH2:39][CH2:38][CH2:37][C:36]=2[CH:35]=1)[C:11]([O:13][CH3:14])=[O:12])([CH3:19])([CH3:18])[CH3:17], predict the reactants needed to synthesize it. The reactants are: Br[C:2]1[C:7]([CH:8]=[O:9])=[CH:6][CH:5]=[CH:4][C:3]=1[CH:10]([O:15][C:16]([CH3:19])([CH3:18])[CH3:17])[C:11]([O:13][CH3:14])=[O:12].C(=O)([O-])[O-].[Na+].[Na+].CC1(C)C(C)(C)OB([C:34]2[CH:35]=[C:36]3[C:41](=[CH:42][CH:43]=2)[O:40][CH2:39][CH2:38][CH2:37]3)O1. (4) Given the product [F:11][C:8]1[CH:9]=[CH:10][C:2]2[NH:1][C:13](=[O:15])[O:5][C:4](=[O:6])[C:3]=2[CH:7]=1, predict the reactants needed to synthesize it. The reactants are: [NH2:1][C:2]1[CH:10]=[CH:9][C:8]([F:11])=[CH:7][C:3]=1[C:4]([OH:6])=[O:5].Cl[C:13](Cl)([O:15]C(=O)OC(Cl)(Cl)Cl)Cl.N1C=CC=CC=1. (5) Given the product [CH2:1]([O:8][C:9]([NH:11][CH2:12][CH2:13][O:14][CH2:15][C@@H:16]([C:25]([N:28]1[CH2:32][CH2:31][CH2:30][CH2:29]1)=[O:27])[NH:17][C:18]([O:20][C:21]([CH3:22])([CH3:23])[CH3:24])=[O:19])=[O:10])[C:2]1[CH:3]=[CH:4][CH:5]=[CH:6][CH:7]=1, predict the reactants needed to synthesize it. The reactants are: [CH2:1]([O:8][C:9]([NH:11][CH2:12][CH2:13][O:14][CH2:15][C@@H:16]([C:25]([OH:27])=O)[NH:17][C:18]([O:20][C:21]([CH3:24])([CH3:23])[CH3:22])=[O:19])=[O:10])[C:2]1[CH:7]=[CH:6][CH:5]=[CH:4][CH:3]=1.[NH:28]1[CH2:32][CH2:31][CH2:30][CH2:29]1. (6) Given the product [C:1]([N:9]1[CH2:13][CH2:12][S:11][CH:10]1[CH2:14][C:15]([O:17][C@H:26]([C:28]1[CH:33]=[CH:32][C:31]([O:34][CH:35]([F:36])[F:37])=[C:30]([O:38][CH2:39][CH:40]2[CH2:41][CH2:42]2)[CH:29]=1)[CH2:25][C:24]1[C:23]([Cl:43])=[CH:22][N+:21]([O-:44])=[CH:20][C:19]=1[Cl:18])=[O:16])(=[O:8])[C:2]1[CH:7]=[CH:6][CH:5]=[CH:4][CH:3]=1, predict the reactants needed to synthesize it. The reactants are: [C:1]([N:9]1[CH2:13][CH2:12][S:11][CH:10]1[CH2:14][C:15]([OH:17])=[O:16])(=[O:8])[C:2]1[CH:7]=[CH:6][CH:5]=[CH:4][CH:3]=1.[Cl:18][C:19]1[CH:20]=[N+:21]([O-:44])[CH:22]=[C:23]([Cl:43])[C:24]=1[CH2:25][C@@H:26]([C:28]1[CH:33]=[CH:32][C:31]([O:34][CH:35]([F:37])[F:36])=[C:30]([O:38][CH2:39][CH:40]2[CH2:42][CH2:41]2)[CH:29]=1)O.C(Cl)CCl. (7) Given the product [Cl:24][CH2:10][C:9]1[C:4]([CH:1]2[CH2:3][CH2:2]2)=[N:5][C:6]([C:12]2[CH:17]=[CH:16][C:15]([C:18]([F:21])([F:20])[F:19])=[CH:14][CH:13]=2)=[N:7][CH:8]=1, predict the reactants needed to synthesize it. The reactants are: [CH:1]1([C:4]2[C:9]([CH2:10]O)=[CH:8][N:7]=[C:6]([C:12]3[CH:17]=[CH:16][C:15]([C:18]([F:21])([F:20])[F:19])=[CH:14][CH:13]=3)[N:5]=2)[CH2:3][CH2:2]1.S(Cl)([Cl:24])=O. (8) Given the product [F:1][C:2]1[C:3]([CH:4]=[O:5])=[CH:6][C:7]([N+:11]([O-:13])=[O:12])=[C:8]([CH:9]=1)[O:10][CH:24]([CH3:25])[C:23]([O:22][CH3:21])=[O:27], predict the reactants needed to synthesize it. The reactants are: [F:1][C:2]1[CH:9]=[C:8]([OH:10])[C:7]([N+:11]([O-:13])=[O:12])=[CH:6][C:3]=1[CH:4]=[O:5].C1(O)C=CC=CC=1.[CH3:21][O:22][C:23](=[O:27])[CH:24](Br)[CH3:25].